From a dataset of Full USPTO retrosynthesis dataset with 1.9M reactions from patents (1976-2016). Predict the reactants needed to synthesize the given product. (1) Given the product [N+:21]([C:18]1[CH:17]=[CH:16][C:15]([C:7]2[C:8]3[C:9](=[N:10][CH:11]=[N:12][C:13]=3[NH2:14])[NH:5][N:6]=2)=[CH:20][CH:19]=1)([O-:23])=[O:22], predict the reactants needed to synthesize it. The reactants are: C([N:5]1[C:9]2=[N:10][CH:11]=[N:12][C:13]([NH2:14])=[C:8]2[C:7]([C:15]2[CH:20]=[CH:19][C:18]([N+:21]([O-:23])=[O:22])=[CH:17][CH:16]=2)=[N:6]1)(C)(C)C. (2) Given the product [CH3:27][C:28]1[CH:29]=[N:30][CH:31]=[C:32]([CH:36]=1)[C:33]([NH:1][CH2:2][C@H:3]1[N:10]([C:11]([C:13]2[N:14]=[C:15]([CH3:25])[S:16][C:17]=2[C:18]2[CH:19]=[C:20]([CH3:24])[CH:21]=[CH:22][CH:23]=2)=[O:12])[CH2:9][C@H:8]2[C@@H:4]1[CH2:5][CH:6]([CH3:26])[CH2:7]2)=[O:34], predict the reactants needed to synthesize it. The reactants are: [NH2:1][CH2:2][C@H:3]1[N:10]([C:11]([C:13]2[N:14]=[C:15]([CH3:25])[S:16][C:17]=2[C:18]2[CH:19]=[C:20]([CH3:24])[CH:21]=[CH:22][CH:23]=2)=[O:12])[CH2:9][C@H:8]2[C@@H:4]1[CH2:5][CH:6]([CH3:26])[CH2:7]2.[CH3:27][C:28]1[CH:29]=[N:30][CH:31]=[C:32]([CH:36]=1)[C:33](O)=[O:34]. (3) Given the product [C:23]([O:27][C:28]([N:30]1[CH2:42][C@@H:41]([CH3:43])[N:40]2[C@H:32]([CH2:33][C:34]3[C:39]2=[N:38][C:37]([O:44][CH2:2][CH2:1][O:5][CH3:6])=[CH:36][CH:35]=3)[CH2:31]1)=[O:29])([CH3:26])([CH3:24])[CH3:25], predict the reactants needed to synthesize it. The reactants are: [C:1]([O:5][C:6](N1C[C@@H](C)N2[C@H](CC3C2=NC(Br)=CC=3)C1)=O)(C)(C)[CH3:2].[C:23]([O:27][C:28]([N:30]1[CH2:42][C@@H:41]([CH3:43])[N:40]2[C@H:32]([CH2:33][C:34]3[C:39]2=[N:38][C:37]([OH:44])=[CH:36][CH:35]=3)[CH2:31]1)=[O:29])([CH3:26])([CH3:25])[CH3:24].[H-].[Na+].COCCBr.